Predict which catalyst facilitates the given reaction. From a dataset of Catalyst prediction with 721,799 reactions and 888 catalyst types from USPTO. Reactant: [Cl:1][C:2]1[C:11]2[C:6](=[CH:7][CH:8]=[C:9]([S:12][CH:13]3[CH2:18][CH2:17][O:16][CH2:15][CH2:14]3)[CH:10]=2)[N:5]=[CH:4][CH:3]=1.[OH:19]OS([O-])=O.[K+].[OH2:25]. Product: [Cl:1][C:2]1[C:11]2[C:6](=[CH:7][CH:8]=[C:9]([S:12]([CH:13]3[CH2:18][CH2:17][O:16][CH2:15][CH2:14]3)(=[O:19])=[O:25])[CH:10]=2)[N:5]=[CH:4][CH:3]=1. The catalyst class is: 1.